This data is from Full USPTO retrosynthesis dataset with 1.9M reactions from patents (1976-2016). The task is: Predict the reactants needed to synthesize the given product. (1) Given the product [C:31]([O:30][C:28]([N:25]1[CH2:24][CH2:23][C:22]2([CH2:21][N:20]([C:2]3[N:3]=[C:4]([NH:12][C:13]4[NH:17][N:16]=[C:15]([CH3:18])[CH:14]=4)[C:5]4[CH:11]=[CH:10][CH:9]=[N:8][C:6]=4[N:7]=3)[CH2:19]2)[CH2:27][CH2:26]1)=[O:29])([CH3:34])([CH3:32])[CH3:33], predict the reactants needed to synthesize it. The reactants are: Cl[C:2]1[N:3]=[C:4]([NH:12][C:13]2[NH:17][N:16]=[C:15]([CH3:18])[CH:14]=2)[C:5]2[CH:11]=[CH:10][CH:9]=[N:8][C:6]=2[N:7]=1.[CH2:19]1[C:22]2([CH2:27][CH2:26][N:25]([C:28]([O:30][C:31]([CH3:34])([CH3:33])[CH3:32])=[O:29])[CH2:24][CH2:23]2)[CH2:21][NH:20]1.C(N(CC)C(C)C)(C)C. (2) Given the product [F:23][C:18]([F:24])([C:19]([F:22])([F:21])[F:20])[CH2:17][CH2:16][CH2:15][CH:4]([C:5]([O:7][CH2:8][CH3:9])=[O:6])[C:3]([O:11][CH2:12][CH3:13])=[O:10], predict the reactants needed to synthesize it. The reactants are: [H-].[Na+].[C:3]([O:11][CH2:12][CH3:13])(=[O:10])[CH2:4][C:5]([O:7][CH2:8][CH3:9])=[O:6].I[CH2:15][CH2:16][CH2:17][C:18]([F:24])([F:23])[C:19]([F:22])([F:21])[F:20].O. (3) The reactants are: [C:1]([C:3]1[CH:4]=[CH:5][C:6]([N:9]([CH3:13])[C:10](Cl)=[O:11])=[N:7][CH:8]=1)#[N:2].[Br:14][C:15]1[CH:16]=[N:17][N:18]2[CH2:23][CH2:22][NH:21][CH2:20][C:19]=12.C(N(CC)CC)C.O. Given the product [Br:14][C:15]1[CH:16]=[N:17][N:18]2[CH2:23][CH2:22][N:21]([C:10]([N:9]([C:6]3[CH:5]=[CH:4][C:3]([C:1]#[N:2])=[CH:8][N:7]=3)[CH3:13])=[O:11])[CH2:20][C:19]=12, predict the reactants needed to synthesize it. (4) Given the product [CH2:11]([NH2+:13][CH2:14][CH3:15])[CH3:12].[C:1]1([CH3:10])[CH:6]=[CH:5][CH:4]=[C:3]([C:7]([O-:9])=[O:8])[CH:2]=1, predict the reactants needed to synthesize it. The reactants are: [C:1]1([CH3:10])[CH:6]=[CH:5][CH:4]=[C:3]([C:7]([OH:9])=[O:8])[CH:2]=1.[CH2:11]([NH:13][CH2:14][CH3:15])[CH3:12]. (5) Given the product [NH2:12][C:5]1[CH:4]=[C:3]([CH3:2])[CH:11]=[C:10]2[C:6]=1[CH:7]=[N:8][N:9]2[C:14]1[CH:15]=[C:16]([CH:27]=[CH:28][CH:29]=1)[C:17]([O:19][CH2:20][C:21]1[CH:22]=[CH:23][CH:24]=[CH:25][CH:26]=1)=[O:18], predict the reactants needed to synthesize it. The reactants are: Cl.[CH3:2][C:3]1[CH:4]=[C:5]([NH2:12])[C:6]2[CH:7]=[N:8][NH:9][C:10]=2[CH:11]=1.I[C:14]1[CH:15]=[C:16]([CH:27]=[CH:28][CH:29]=1)[C:17]([O:19][CH2:20][C:21]1[CH:26]=[CH:25][CH:24]=[CH:23][CH:22]=1)=[O:18].C(=O)([O-])[O-].[K+].[K+].CN[C@@H]1CCCC[C@H]1NC. (6) Given the product [Br:28][C:29]1[CH:30]=[C:31]([CH:34]=[CH:35][CH:36]=1)[CH2:32][N:9]1[C:10]2[C:16]3[CH:17]=[CH:18][CH:19]=[CH:20][C:15]=3[O:14][C:11]=2[C:12](=[O:13])[N:7]([OH:6])[C:8]1=[O:21], predict the reactants needed to synthesize it. The reactants are: COC1C=C(OC)C=CC=1C[O:6][N:7]1[C:12](=[O:13])[C:11]2[O:14][C:15]3[CH:20]=[CH:19][CH:18]=[CH:17][C:16]=3[C:10]=2[NH:9][C:8]1=[O:21].[Br:28][C:29]1[CH:30]=[C:31]([CH:34]=[CH:35][CH:36]=1)[CH2:32]Br. (7) The reactants are: C(N(CC)CC)C.[CH3:8][S:9](Cl)(=[O:11])=[O:10].O1CCCC1.[OH:18][CH2:19][C:20]1[CH:21]=[C:22]2[C:27](=[CH:28][CH:29]=1)[CH2:26][N:25]([C:30]([O:32][C:33]([CH3:36])([CH3:35])[CH3:34])=[O:31])[CH2:24][CH2:23]2. Given the product [CH3:8][S:9]([O:18][CH2:19][C:20]1[CH:21]=[C:22]2[C:27](=[CH:28][CH:29]=1)[CH2:26][N:25]([C:30]([O:32][C:33]([CH3:36])([CH3:35])[CH3:34])=[O:31])[CH2:24][CH2:23]2)(=[O:11])=[O:10], predict the reactants needed to synthesize it. (8) Given the product [CH:20]1[C:21]2[C:26](=[CH:25][CH:24]=[CH:23][CH:22]=2)[CH:27]=[CH:28][C:19]=1[N:8]([C:9]1[CH:18]=[CH:17][C:16]2[C:11](=[CH:12][CH:13]=[CH:14][CH:15]=2)[CH:10]=1)[C:5]1[CH:4]=[CH:3][C:2]([B:38]2[O:39][C:40]([CH3:45])([CH3:46])[C:41]([CH3:43])([CH3:44])[O:42]2)=[CH:7][CH:6]=1, predict the reactants needed to synthesize it. The reactants are: Br[C:2]1[CH:7]=[CH:6][C:5]([N:8]([C:19]2[CH:28]=[CH:27][C:26]3[C:21](=[CH:22][CH:23]=[CH:24][CH:25]=3)[CH:20]=2)[C:9]2[CH:18]=[CH:17][C:16]3[C:11](=[CH:12][CH:13]=[CH:14][CH:15]=3)[CH:10]=2)=[CH:4][CH:3]=1.C([Li])CCC.C(O[B:38]1[O:42][C:41]([CH3:44])([CH3:43])[C:40]([CH3:46])([CH3:45])[O:39]1)(C)C.O. (9) Given the product [NH2:7][CH:8]([C:13]1[CH:18]=[CH:17][CH:16]=[C:15]([C:19]([F:20])([F:21])[F:22])[CH:14]=1)[CH2:9][CH2:10][OH:11], predict the reactants needed to synthesize it. The reactants are: B.O1CCCC1.[NH2:7][CH:8]([C:13]1[CH:18]=[CH:17][CH:16]=[C:15]([C:19]([F:22])([F:21])[F:20])[CH:14]=1)[CH2:9][C:10](O)=[O:11].